Task: Predict the reaction yield, written as a fraction of the theoretical maximum amount of product (1.0 means a 100% yield; for example, 0.34 means a 34% yield).. Dataset: Reaction yield outcomes from USPTO patents with 853,638 reactions (1) The reactants are [OH:1][CH2:2][CH2:3][CH2:4][CH2:5][O:6][C:7]1[CH:12]=[CH:11][C:10]([C:13]([F:16])([F:15])[F:14])=[CH:9][N:8]=1.[Cl:17][C:18]1[CH:23]=[C:22]([O:24][CH2:25][CH:26]=[C:27]([Cl:29])[Cl:28])[CH:21]=[C:20]([CH3:30])[C:19]=1O.C1(P(C2C=CC=CC=2)C2C=CC=CC=2)C=CC=CC=1.N(C(OC(C)C)=O)=NC(OC(C)C)=O. The catalyst is ClCCl. The product is [Cl:17][C:18]1[CH:23]=[C:22]([O:24][CH2:25][CH:26]=[C:27]([Cl:28])[Cl:29])[CH:21]=[C:20]([CH3:30])[C:19]=1[O:1][CH2:2][CH2:3][CH2:4][CH2:5][O:6][C:7]1[CH:12]=[CH:11][C:10]([C:13]([F:16])([F:14])[F:15])=[CH:9][N:8]=1. The yield is 0.890. (2) The reactants are C1COC23OCCOC2([C@]2(CC[C@H]4[C@@H](C[C@@H](O)C5[C@]4(C)CCCC5)[C@@H]2C3)C)O1.[N+:29]([O-:59])([O:31][C@@H:32]1[CH:49]2[C@:44]([CH3:50])([CH2:45][CH2:46][CH2:47][CH2:48]2)[C@@H:43]2[C@H:34]([C@H:35]3[C@@:39]([CH2:41][CH2:42]2)([CH3:40])[C:38]24[O:55][CH2:56][CH2:57][O:58][C:37]2([O:54][CH2:53][CH2:52][O:51]4)[CH2:36]3)[CH2:33]1)=[O:30]. No catalyst specified. The product is [N+:29]([O-:59])([O:31][C@H:32]1[CH:49]2[C@:44]([CH3:50])([CH2:45][CH2:46][CH2:47][CH2:48]2)[C@@H:43]2[C@H:34]([C@H:35]3[C@@:39]([CH2:41][CH2:42]2)([CH3:40])[C:38]24[O:51][CH2:52][CH2:53][O:54][C:37]2([O:58][CH2:57][CH2:56][O:55]4)[CH2:36]3)[CH2:33]1)=[O:30]. The yield is 0.500. (3) The reactants are [NH2:1][C:2]1[S:3][CH:4]=[C:5]2[C:10]=1[C:9](=[O:11])[N:8]([C:12]1[CH:17]=[CH:16][C:15]([Cl:18])=[CH:14][CH:13]=1)[N:7]=[C:6]2[C:19]([NH:21][CH:22]([CH3:24])[CH3:23])=[O:20].NC1SC=C2C=1C(=O)N(C1C=CC(Cl)=CC=1)N=C2C(O)=O.C1(N)CC1. The catalyst is C(O)C. The product is [NH2:1][C:2]1[S:3][CH:4]=[C:5]2[C:10]=1[C:9](=[O:11])[N:8]([C:12]1[CH:13]=[CH:14][C:15]([Cl:18])=[CH:16][CH:17]=1)[N:7]=[C:6]2[C:19]([NH:21][CH:22]1[CH2:24][CH2:23]1)=[O:20]. The yield is 0.410. (4) The reactants are [N:1]1[CH:6]=[CH:5][C:4]([C:7]2[CH:11]=[N:10][NH:9][C:8]=2[C:12]2[CH:29]=[CH:28][C:15]([O:16][CH2:17][C:18]3[CH:27]=[CH:26][C:25]4[C:20](=[CH:21][CH:22]=[CH:23][CH:24]=4)[N:19]=3)=[CH:14][CH:13]=2)=[CH:3][CH:2]=1.[CH3:30]NN.S(=O)(=O)(O)O. The catalyst is C(O)C. The product is [CH3:30][N:10]1[CH:11]=[C:7]([C:4]2[CH:3]=[CH:2][N:1]=[CH:6][CH:5]=2)[C:8]([C:12]2[CH:13]=[CH:14][C:15]([O:16][CH2:17][C:18]3[CH:27]=[CH:26][C:25]4[C:20](=[CH:21][CH:22]=[CH:23][CH:24]=4)[N:19]=3)=[CH:28][CH:29]=2)=[N:9]1. The yield is 0.560. (5) The reactants are Br[C:2]1[CH:10]=[C:9]2[C:5]([CH:6]=[CH:7][NH:8]2)=[CH:4][CH:3]=1.[F:11][C:12]1[CH:17]=[CH:16][C:15](B(O)O)=[CH:14][CH:13]=1.C(=O)([O-])[O-].[Na+].[Na+]. The yield is 0.650. The catalyst is C1(C)C=CC=CC=1.C(O)C.C1C=CC([P]([Pd]([P](C2C=CC=CC=2)(C2C=CC=CC=2)C2C=CC=CC=2)([P](C2C=CC=CC=2)(C2C=CC=CC=2)C2C=CC=CC=2)[P](C2C=CC=CC=2)(C2C=CC=CC=2)C2C=CC=CC=2)(C2C=CC=CC=2)C2C=CC=CC=2)=CC=1. The product is [F:11][C:12]1[CH:17]=[CH:16][C:15]([C:2]2[CH:10]=[C:9]3[C:5]([CH:6]=[CH:7][NH:8]3)=[CH:4][CH:3]=2)=[CH:14][CH:13]=1. (6) The reactants are [C:1]1([CH:7]2[N:12]([S:13]([C:16]3[CH:21]=[CH:20][C:19]([CH3:22])=[CH:18][CH:17]=3)(=[O:15])=[O:14])[CH2:11][CH:10]3[C:8]2(C(O)=O)[CH2:9]3)[CH:6]=[CH:5][CH:4]=[CH:3][CH:2]=1.C([N:28]([CH2:31]C)CC)C.C1(P(N=[N+]=[N-])(C2C=CC=CC=2)=[O:40])C=CC=CC=1.[C:50]([OH:54])([CH3:53])([CH3:52])[CH3:51]. No catalyst specified. The product is [C:50]([O:54][C:31](=[O:40])[NH:28][C:8]12[CH2:9][CH:10]1[CH2:11][N:12]([S:13]([C:16]1[CH:21]=[CH:20][C:19]([CH3:22])=[CH:18][CH:17]=1)(=[O:14])=[O:15])[CH:7]2[C:1]1[CH:6]=[CH:5][CH:4]=[CH:3][CH:2]=1)([CH3:53])([CH3:52])[CH3:51]. The yield is 0.340. (7) The reactants are [Cl:1][C:2]1[N:7]=[C:6]2[N:8]=[C:9]([CH2:16][N:17]3[C:21]4[CH:22]=[N:23][CH:24]=[CH:25][C:20]=4[N:19]([CH:26]4[CH2:28][CH2:27]4)[C:18]3=[O:29])[N:10]([CH2:11][CH2:12][CH2:13][CH:14]=[O:15])[C:5]2=[CH:4][CH:3]=1.[CH3:30][Mg]I. The catalyst is C1COCC1.C([O-])(O)=O.[Na+]. The product is [Cl:1][C:2]1[N:7]=[C:6]2[N:8]=[C:9]([CH2:16][N:17]3[C:21]4[CH:22]=[N:23][CH:24]=[CH:25][C:20]=4[N:19]([CH:26]4[CH2:28][CH2:27]4)[C:18]3=[O:29])[N:10]([CH2:11][CH2:12][CH2:13][CH:14]([OH:15])[CH3:30])[C:5]2=[CH:4][CH:3]=1. The yield is 0.220.